Dataset: Full USPTO retrosynthesis dataset with 1.9M reactions from patents (1976-2016). Task: Predict the reactants needed to synthesize the given product. The reactants are: CC(OI1(OC(C)=O)(OC(C)=O)OC(=O)C2C=CC=CC1=2)=O.[CH:23]1([CH:26]([OH:55])[CH2:27][NH:28][C:29]([C:31]2[N:32]=[N:33][C:34]([N:37]3[CH2:42][CH2:41][N:40]([C:43](=[O:54])[C:44]4[CH:49]=[CH:48][CH:47]=[CH:46][C:45]=4[C:50]([F:53])([F:52])[F:51])[CH2:39][CH2:38]3)=[CH:35][CH:36]=2)=[O:30])[CH2:25][CH2:24]1. Given the product [CH:23]1([C:26](=[O:55])[CH2:27][NH:28][C:29]([C:31]2[N:32]=[N:33][C:34]([N:37]3[CH2:38][CH2:39][N:40]([C:43](=[O:54])[C:44]4[CH:49]=[CH:48][CH:47]=[CH:46][C:45]=4[C:50]([F:53])([F:52])[F:51])[CH2:41][CH2:42]3)=[CH:35][CH:36]=2)=[O:30])[CH2:25][CH2:24]1, predict the reactants needed to synthesize it.